Dataset: Catalyst prediction with 721,799 reactions and 888 catalyst types from USPTO. Task: Predict which catalyst facilitates the given reaction. (1) Reactant: Cl.[NH2:2][C:3]1[CH:8]=[C:7]([C:9]([F:12])([F:11])[F:10])[CH:6]=[CH:5][C:4]=1[SH:13].[CH3:14][S:15][C:16]1[CH:23]=[CH:22][CH:21]=[CH:20][C:17]=1[CH:18]=O.C(N(C(C)C)CC)(C)C.CS(C)=O. Product: [CH3:14][S:15][C:16]1[CH:23]=[CH:22][CH:21]=[CH:20][C:17]=1[C:18]1[S:13][C:4]2[CH:5]=[CH:6][C:7]([C:9]([F:10])([F:11])[F:12])=[CH:8][C:3]=2[N:2]=1. The catalyst class is: 6. (2) Reactant: [N:1]1([CH2:6][CH2:7][O:8][C:9]2[CH:14]=[CH:13][C:12]([CH:15]3[C:24]4[C:19](=[CH:20][C:21]([OH:25])=[CH:22][CH:23]=4)[CH2:18][CH2:17][NH:16]3)=[CH:11][CH:10]=2)[CH2:5][CH2:4][CH2:3][CH2:2]1.[N:26]1([C:31]2[CH:38]=[CH:37][C:34]([CH:35]=O)=[CH:33][CH:32]=2)[CH:30]=[CH:29][N:28]=[CH:27]1.CC([O-])=O.[Na+].C([BH3-])#N.[Na+]. Product: [N:26]1([C:31]2[CH:38]=[CH:37][C:34]([CH2:35][N:16]3[CH2:17][CH2:18][C:19]4[C:24](=[CH:23][CH:22]=[C:21]([OH:25])[CH:20]=4)[CH:15]3[C:12]3[CH:13]=[CH:14][C:9]([O:8][CH2:7][CH2:6][N:1]4[CH2:5][CH2:4][CH2:3][CH2:2]4)=[CH:10][CH:11]=3)=[CH:33][CH:32]=2)[CH:30]=[CH:29][N:28]=[CH:27]1. The catalyst class is: 5. (3) Reactant: [S:1]1[C:5]2[CH:6]=[CH:7][CH:8]=[CH:9][C:4]=2[C:3]([N:10]2[CH2:15][CH2:14][N:13]([CH2:16][CH2:17][C:18]3[CH:26]=[C:25]4[C:21]([CH2:22][CH2:23][CH:24]4[NH:27]C(=O)C(F)(F)F)=[CH:20][CH:19]=3)[CH2:12][CH2:11]2)=[N:2]1.C([O-])([O-])=O.[K+].[K+]. Product: [S:1]1[C:5]2[CH:6]=[CH:7][CH:8]=[CH:9][C:4]=2[C:3]([N:10]2[CH2:15][CH2:14][N:13]([CH2:16][CH2:17][C:18]3[CH:26]=[C:25]4[C:21]([CH2:22][CH2:23][CH:24]4[NH2:27])=[CH:20][CH:19]=3)[CH2:12][CH2:11]2)=[N:2]1. The catalyst class is: 24.